The task is: Predict the product of the given reaction.. This data is from Forward reaction prediction with 1.9M reactions from USPTO patents (1976-2016). (1) Given the reactants C(=O)([O-])[O-].[K+].[K+].[Cl:7][C:8]1[CH:13]=[CH:12][C:11]([C@:14]2([CH3:27])[CH2:18][O:17]C(=O)[N:15]2[C:20]([O:22][C:23]([CH3:26])([CH3:25])[CH3:24])=[O:21])=[CH:10][CH:9]=1, predict the reaction product. The product is: [Cl:7][C:8]1[CH:13]=[CH:12][C:11]([C@:14]([NH:15][C:20](=[O:21])[O:22][C:23]([CH3:26])([CH3:25])[CH3:24])([CH3:27])[CH2:18][OH:17])=[CH:10][CH:9]=1. (2) Given the reactants [N:1]([C:4]([C:7]1[CH:12]=[CH:11][C:10]([C:13]2[NH:14][C:15](=[O:23])[C:16]3[N:17]([CH:19]=[C:20]([F:22])[CH:21]=3)[CH:18]=2)=[CH:9][CH:8]=1)([CH3:6])[CH3:5])=[N+]=[N-].[C:24]([OH:27])(=[O:26])C, predict the reaction product. The product is: [CH:24]([OH:27])=[O:26].[NH2:1][C:4]([C:7]1[CH:8]=[CH:9][C:10]([C:13]2[NH:14][C:15](=[O:23])[C:16]3[N:17]([CH:19]=[C:20]([F:22])[CH:21]=3)[CH:18]=2)=[CH:11][CH:12]=1)([CH3:6])[CH3:5]. (3) Given the reactants [C:1]([NH:5][C:6](=[O:35])[C:7]1[CH:12]=[CH:11][CH:10]=[C:9]([O:13][C:14]2[CH:19]=[CH:18][C:17]([NH:20][C:21]3[C:31]4[CH:30]=[C:29]([CH:32]=O)[CH2:28][CH2:27][NH:26][C:25]=4[N:24]=[CH:23][N:22]=3)=[CH:16][C:15]=2[Cl:34])[CH:8]=1)([CH3:4])([CH3:3])[CH3:2].[O:36]1[CH2:41][CH2:40][CH:39]([NH2:42])[CH2:38][CH2:37]1.C(O[BH-](OC(=O)C)OC(=O)C)(=O)C.[Na+].[ClH:57].C(OCC)(=O)C, predict the reaction product. The product is: [ClH:34].[ClH:57].[C:1]([NH:5][C:6](=[O:35])[C:7]1[CH:12]=[CH:11][CH:10]=[C:9]([O:13][C:14]2[CH:19]=[CH:18][C:17]([NH:20][C:21]3[C:31]4[CH:30]=[C:29]([CH2:32][NH:42][CH:39]5[CH2:40][CH2:41][O:36][CH2:37][CH2:38]5)[CH2:28][CH2:27][NH:26][C:25]=4[N:24]=[CH:23][N:22]=3)=[CH:16][C:15]=2[Cl:34])[CH:8]=1)([CH3:4])([CH3:2])[CH3:3]. (4) Given the reactants C(O[C:4]([C:6]1([CH2:12][CH2:13]OC)[CH2:11][CH2:10][NH:9][CH2:8][CH2:7]1)=[O:5])C.[CH3:16][C:17]1[S:21][C:20]([S:22](Cl)(=[O:24])=[O:23])=[CH:19][CH:18]=1.[CH:26]([C:30]1[CH:35]=[CH:34][C:33]([NH2:36])=[CH:32][CH:31]=1)([CH2:28][CH3:29])[CH3:27], predict the reaction product. The product is: [CH:26]([C:30]1[CH:31]=[CH:32][C:33]([N:36]2[CH2:13][CH2:12][C:6]3([CH2:7][CH2:8][N:9]([S:22]([C:20]4[S:21][C:17]([CH3:16])=[CH:18][CH:19]=4)(=[O:24])=[O:23])[CH2:10][CH2:11]3)[C:4]2=[O:5])=[CH:34][CH:35]=1)([CH2:28][CH3:29])[CH3:27]. (5) Given the reactants [C:1]1([CH:7]([C:15]2[CH:20]=[CH:19][CH:18]=[CH:17][CH:16]=2)[N:8]2[C:12]([CH3:13])=[CH:11][C:10]([CH3:14])=[N:9]2)[CH:6]=[CH:5][CH:4]=[CH:3][CH:2]=1.P(Cl)(Cl)(Cl)=O.CN([CH:29]=[O:30])C, predict the reaction product. The product is: [C:15]1([CH:7]([C:1]2[CH:2]=[CH:3][CH:4]=[CH:5][CH:6]=2)[N:8]2[C:12]([CH3:13])=[C:11]([CH:29]=[O:30])[C:10]([CH3:14])=[N:9]2)[CH:20]=[CH:19][CH:18]=[CH:17][CH:16]=1. (6) The product is: [OH:1][C:2]1[CH:6]=[CH:5][S:4][C:3]=1[C:7]([OH:9])=[O:8]. Given the reactants [OH:1][C:2]1[CH:6]=[CH:5][S:4][C:3]=1[C:7]([O:9]C)=[O:8].[OH-].[Li+], predict the reaction product. (7) Given the reactants [F:1][C:2]1[CH:7]=[CH:6][C:5]([C@@H:8]2[CH2:12][N:11]([S:13]([C:16]3[N:17]=[CH:18][N:19]([CH3:21])[CH:20]=3)(=[O:15])=[O:14])[CH2:10][C@H:9]2[OH:22])=[CH:4][CH:3]=1.CC([O-])(C)C.[K+].F[C:30]1[CH:35]=[C:34]([C:36]([F:39])([F:38])[F:37])[CH:33]=[CH:32][N:31]=1, predict the reaction product. The product is: [F:1][C:2]1[CH:7]=[CH:6][C:5]([C@@H:8]2[CH2:12][N:11]([S:13]([C:16]3[N:17]=[CH:18][N:19]([CH3:21])[CH:20]=3)(=[O:15])=[O:14])[CH2:10][C@H:9]2[O:22][C:30]2[CH:35]=[C:34]([C:36]([F:39])([F:38])[F:37])[CH:33]=[CH:32][N:31]=2)=[CH:4][CH:3]=1.